Dataset: Forward reaction prediction with 1.9M reactions from USPTO patents (1976-2016). Task: Predict the product of the given reaction. (1) Given the reactants [Cl:1][C:2]1[C:7]([N:8]2[CH2:13][CH2:12][O:11][CH2:10][C:9]2=[O:14])=[CH:6][CH:5]=[CH:4][C:3]=1[S:15]([NH:18][C@@H:19]([CH2:23][C:24]1[CH:28]=[C:27]([C:29]2[S:30][C:31]([Cl:34])=[CH:32][CH:33]=2)[O:26][N:25]=1)[C:20]([OH:22])=O)(=[O:17])=[O:16].[NH:35]1[CH2:41][CH2:40][CH2:39][CH2:38][CH2:37][CH2:36]1, predict the reaction product. The product is: [N:35]1([C:20](=[O:22])[C@@H:19]([NH:18][S:15]([C:3]2[CH:4]=[CH:5][CH:6]=[C:7]([N:8]3[CH2:13][CH2:12][O:11][CH2:10][C:9]3=[O:14])[C:2]=2[Cl:1])(=[O:17])=[O:16])[CH2:23][C:24]2[CH:28]=[C:27]([C:29]3[S:30][C:31]([Cl:34])=[CH:32][CH:33]=3)[O:26][N:25]=2)[CH2:41][CH2:40][CH2:39][CH2:38][CH2:37][CH2:36]1. (2) Given the reactants Cl[C:2]1[C:7]([NH2:8])=[CH:6][CH:5]=[C:4]([CH3:9])[N:3]=1.[C:10]1(B(O)O)[CH:15]=[CH:14][CH:13]=[CH:12][CH:11]=1.C([O-])([O-])=O.[K+].[K+].O1CCOCC1, predict the reaction product. The product is: [CH3:9][C:4]1[N:3]=[C:2]([C:10]2[CH:15]=[CH:14][CH:13]=[CH:12][CH:11]=2)[C:7]([NH2:8])=[CH:6][CH:5]=1. (3) Given the reactants Br[C:2]1[C:3]([C:15]([O:17][CH2:18][CH3:19])=[O:16])=[C:4]([C:7](=[O:14])[C:8]2[CH:13]=[CH:12][N:11]=[CH:10][CH:9]=2)[S:5][CH:6]=1.[N:20]1[CH:25]=[CH:24][C:23](B(O)O)=[CH:22][CH:21]=1.C([O-])([O-])=O.[Na+].[Na+], predict the reaction product. The product is: [N:11]1[CH:12]=[CH:13][C:8]([C:7]([C:4]2[S:5][CH:6]=[C:2]([C:23]3[CH:24]=[CH:25][N:20]=[CH:21][CH:22]=3)[C:3]=2[C:15]([O:17][CH2:18][CH3:19])=[O:16])=[O:14])=[CH:9][CH:10]=1. (4) Given the reactants Cl.C(OC([NH:9][C@@H:10]([CH3:28])[C:11]([NH:13][C@@:14]1([C:25]([OH:27])=[O:26])[CH2:21][C:18]2([CH2:20][CH2:19]2)[C@@H:17]2[C@H:15]1[C@H:16]2[C:22]([OH:24])=[O:23])=[O:12])=O)(C)(C)C.[OH-].[Na+], predict the reaction product. The product is: [NH2:9][C@@H:10]([CH3:28])[C:11]([NH:13][C@@:14]1([C:25]([OH:27])=[O:26])[CH2:21][C:18]2([CH2:19][CH2:20]2)[C@@H:17]2[C@H:15]1[C@H:16]2[C:22]([OH:24])=[O:23])=[O:12]. (5) Given the reactants [F:1][C:2]([F:32])([F:31])[C:3]1[CH:4]=[C:5]([C@H:13]2[O:17][C:16](=[O:18])[N:15]([CH2:19][C:20]3[CH:25]=[C:24]([N+:26]([O-:28])=[O:27])[CH:23]=[CH:22][C:21]=3Br)[C@H:14]2[CH3:30])[CH:6]=[C:7]([C:9]([F:12])([F:11])[F:10])[CH:8]=1.[CH3:33][CH:34]1[CH2:39][CH2:38][CH2:37][NH:36][CH2:35]1.C1(P(C2C=CC=CC=2)C2C=CC3C(=CC=CC=3)C=2C2C3C(=CC=CC=3)C=CC=2P(C2C=CC=CC=2)C2C=CC=CC=2)C=CC=CC=1.C(=O)([O-])[O-].[Cs+].[Cs+], predict the reaction product. The product is: [F:1][C:2]([F:32])([F:31])[C:3]1[CH:4]=[C:5]([C@H:13]2[O:17][C:16](=[O:18])[N:15]([CH2:19][C:20]3[CH:25]=[C:24]([N+:26]([O-:28])=[O:27])[CH:23]=[CH:22][C:21]=3[N:36]3[CH2:37][CH2:38][CH2:39][CH:34]([CH3:33])[CH2:35]3)[C@H:14]2[CH3:30])[CH:6]=[C:7]([C:9]([F:12])([F:11])[F:10])[CH:8]=1. (6) The product is: [CH:32]1([C:35]2[C:36]([NH:52][C@@H:53]3[C:61]4[C:56](=[CH:57][CH:58]=[CH:59][CH:60]=4)[CH2:55][C@@H:54]3[O:62][CH2:2][CH3:3])=[N:37][C:38]([CH:49]3[CH2:50][CH2:51]3)=[C:39]([C:41]3[CH:46]=[CH:45][C:44]([Cl:47])=[CH:43][C:42]=3[Cl:48])[N:40]=2)[CH2:33][CH2:34]1. Given the reactants Cl[C:2]1C=C(Cl)C=C[C:3]=1C1N=C(CC)C(N[C@@H]2C3C(=CC=CC=3)C[C@@H]2OCC)=NC=1CC.[CH:32]1([C:35]2[C:36]([NH:52][C@@H:53]3[C:61]4[C:56](=[CH:57][CH:58]=[CH:59][CH:60]=4)[CH2:55][C@@H:54]3[OH:62])=[N:37][C:38]([CH:49]3[CH2:51][CH2:50]3)=[C:39]([C:41]3[CH:46]=[CH:45][C:44]([Cl:47])=[CH:43][C:42]=3[Cl:48])[N:40]=2)[CH2:34][CH2:33]1, predict the reaction product. (7) Given the reactants [NH:1]([S:7]([C:10]1[CH:16]=[CH:15][C:13]([CH3:14])=[CH:12][CH:11]=1)(=[O:9])=[O:8])[C@H:2]([C:4]([OH:6])=[O:5])[CH3:3].O.Cl, predict the reaction product. The product is: [NH:1]([S:7]([C:10]1[CH:11]=[CH:12][C:13]([CH3:14])=[CH:15][CH:16]=1)(=[O:9])=[O:8])[C@H:2]([C:4]([OH:6])=[O:5])[CH3:3]. (8) Given the reactants [Cl:1][C:2]1[CH:3]=[CH:4][C:5]2[N:9]=[C:8]([C:10]3[C:22]4[C:21]5[C:16](=[CH:17][CH:18]=[CH:19][CH:20]=5)[C:15](=O)[C:14]=4[CH:13]=[CH:12][CH:11]=3)[NH:7][C:6]=2[CH:24]=1.Cl.[NH2:26][OH:27].C([O-])(=O)C.[Na+], predict the reaction product. The product is: [Cl:1][C:2]1[CH:3]=[CH:4][C:5]2[N:9]=[C:8]([C:10]3[C:22]4[C:21]5[C:16](=[CH:17][CH:18]=[CH:19][CH:20]=5)[C:15](=[N:26][OH:27])[C:14]=4[CH:13]=[CH:12][CH:11]=3)[NH:7][C:6]=2[CH:24]=1.